From a dataset of Retrosynthesis with 50K atom-mapped reactions and 10 reaction types from USPTO. Predict the reactants needed to synthesize the given product. (1) Given the product CCN1c2ncc(CCc3ccncc3)cc2C(=O)N(C)c2cccnc21, predict the reactants needed to synthesize it. The reactants are: CCN1c2ncc(/C=C/c3ccncc3)cc2C(=O)N(C)c2cccnc21. (2) Given the product COC1=C(OC)C(=O)C(Cc2cccc(C(=O)Nc3cccnc3)c2O)=C(C)C1=O, predict the reactants needed to synthesize it. The reactants are: COC1=C(OC)C(=O)C(Cc2cccc(C(=O)Nc3cccnc3)c2OC(C)=O)=C(C)C1=O. (3) Given the product Nc1nc2ccccc2n1-c1cccc(-c2cscc2CO)c1, predict the reactants needed to synthesize it. The reactants are: Nc1nc2ccccc2n1-c1cccc(I)c1.OCc1cscc1B(O)O.